This data is from Forward reaction prediction with 1.9M reactions from USPTO patents (1976-2016). The task is: Predict the product of the given reaction. Given the reactants [Cl:1][C:2]1[CH:31]=[C:30]([Cl:32])[CH:29]=[CH:28][C:3]=1[O:4][C:5]1[CH:10]=[CH:9][CH:8]=[CH:7][C:6]=1[NH:11][S:12]([C:15]1[CH:27]=[CH:26][C:18]([C:19]([NH:21][CH2:22][C:23](O)=[O:24])=[O:20])=[CH:17][CH:16]=1)(=[O:14])=[O:13].[CH3:33][N:34]([CH3:37])[CH:35]=O.CN(C(ON1N=N[C:48]2C=CC=[CH:52][C:47]1=2)=[N+](C)C)C.F[P-](F)(F)(F)(F)F.C([N:64]([CH2:67][CH3:68])CC)C, predict the reaction product. The product is: [Cl:1][C:2]1[CH:31]=[C:30]([Cl:32])[CH:29]=[CH:28][C:3]=1[O:4][C:5]1[CH:10]=[CH:9][CH:8]=[CH:7][C:6]=1[NH:11][S:12]([C:15]1[CH:27]=[CH:26][C:18]([C:19]([NH:21][CH2:22][C:23](=[O:24])[NH:64][CH2:67][CH2:68][CH2:33][N:34]2[CH2:37][CH2:52][CH2:47][CH2:48][CH2:35]2)=[O:20])=[CH:17][CH:16]=1)(=[O:13])=[O:14].